This data is from Peptide-MHC class II binding affinity with 134,281 pairs from IEDB. The task is: Regression. Given a peptide amino acid sequence and an MHC pseudo amino acid sequence, predict their binding affinity value. This is MHC class II binding data. (1) The peptide sequence is VHQIFGSAYTALFSG. The MHC is DRB1_0101 with pseudo-sequence DRB1_0101. The binding affinity (normalized) is 0.928. (2) The peptide sequence is HTVMPLSAPTLVPQE. The MHC is DRB1_0401 with pseudo-sequence DRB1_0401. The binding affinity (normalized) is 0.441.